Dataset: Reaction yield outcomes from USPTO patents with 853,638 reactions. Task: Predict the reaction yield, written as a fraction of the theoretical maximum amount of product (1.0 means a 100% yield; for example, 0.34 means a 34% yield). (1) The yield is 0.776. The catalyst is C([O-])(=O)C.[Pd+2].C([O-])(=O)C.CC(P(C(C)(C)C)C1[CH-]C=CC=1)(C)C.CC(P(C(C)(C)C)C1[CH-]C=CC=1)(C)C.[Fe+2].CN1C(=O)CCC1. The product is [CH2:18]([C:19]1[NH:10][C:9]2[C:8]([C:20]=1[CH2:21][CH2:22][CH3:23])=[CH:14][C:13]([F:15])=[CH:12][CH:11]=2)[CH2:17][CH3:16]. The reactants are C(=O)([O-])[O-].[K+].[K+].Br[C:8]1[CH:14]=[C:13]([F:15])[CH:12]=[CH:11][C:9]=1[NH2:10].[CH3:16][CH2:17][CH2:18][C:19]#[C:20][CH2:21][CH2:22][CH3:23]. (2) The reactants are [C:1]([C:3]1[CH:4]=[C:5]([C:13]2[S:14][C:15]([C:18]3[CH:26]=[CH:25][CH:24]=[C:23]4[C:19]=3[CH2:20][CH2:21][C@H:22]4[NH:27][S:28]([CH2:31][C:32]([OH:34])=O)(=[O:30])=[O:29])=[CH:16][N:17]=2)[CH:6]=[CH:7][C:8]=1[O:9][CH:10]([CH3:12])[CH3:11])#[N:2].CN(C(ON1N=NC2C=CC=NC1=2)=[N+](C)C)C.F[P-](F)(F)(F)(F)F.CCN(C(C)C)C(C)C.[NH:68]1[CH2:73][CH2:72][O:71][CH2:70][CH2:69]1. The catalyst is C(Cl)Cl. The product is [C:1]([C:3]1[CH:4]=[C:5]([C:13]2[S:14][C:15]([C:18]3[CH:26]=[CH:25][CH:24]=[C:23]4[C:19]=3[CH2:20][CH2:21][C@H:22]4[NH:27][S:28]([CH2:31][C:32]([N:68]3[CH2:73][CH2:72][O:71][CH2:70][CH2:69]3)=[O:34])(=[O:29])=[O:30])=[CH:16][N:17]=2)[CH:6]=[CH:7][C:8]=1[O:9][CH:10]([CH3:12])[CH3:11])#[N:2]. The yield is 0.470. (3) The reactants are [Cl-].[Al+3].[Cl-].[Cl-].[C:5](Cl)(=[O:7])[CH3:6].[Br:9][C:10]1[CH:15]=[CH:14][C:13]([OH:16])=[CH:12][CH:11]=1. The catalyst is C(Cl)Cl. The product is [C:5]([O:16][C:13]1[CH:14]=[CH:15][C:10]([Br:9])=[CH:11][CH:12]=1)(=[O:7])[CH3:6]. The yield is 0.850. (4) The reactants are [C:1]([O:5][C:6](=[O:9])[NH:7][CH3:8])([CH3:4])([CH3:3])[CH3:2].[H-].[Na+].[CH3:12][O:13][C:14](=[O:27])[C:15]1[C:16](=[C:21]([CH2:25]Br)[CH:22]=[CH:23][CH:24]=1)[C:17]([O:19][CH3:20])=[O:18]. The catalyst is CN(C=O)C. The product is [CH3:12][O:13][C:14](=[O:27])[C:15]1[C:16](=[C:21]([CH2:25][N:7]([C:6]([O:5][C:1]([CH3:4])([CH3:3])[CH3:2])=[O:9])[CH3:8])[CH:22]=[CH:23][CH:24]=1)[C:17]([O:19][CH3:20])=[O:18]. The yield is 0.600. (5) The catalyst is CN(C=O)C. The product is [CH3:36][O:37][C:38](=[O:46])[CH2:39][CH2:40][CH2:41][S:42](=[O:44])(=[O:45])[NH:43][C:21](=[O:23])[CH2:20][CH2:19][CH2:18][CH2:17][CH2:16][CH2:15][CH2:14][CH2:13][CH2:12][CH2:11][CH2:10][CH2:9][CH2:8][CH2:7][CH2:6][C:5]1[NH:1][N:2]=[N:3][N:4]=1. The reactants are [NH:1]1[C:5]([CH2:6][CH2:7][CH2:8][CH2:9][CH2:10][CH2:11][CH2:12][CH2:13][CH2:14][CH2:15][CH2:16][CH2:17][CH2:18][CH2:19][CH2:20][C:21]([OH:23])=O)=[N:4][N:3]=[N:2]1.C(N1C=CN=C1)(N1C=CN=C1)=O.[CH3:36][O:37][C:38](=[O:46])[CH2:39][CH2:40][CH2:41][S:42](=[O:45])(=[O:44])[NH2:43].C1CCN2C(=NCCC2)CC1.Cl. The yield is 0.610. (6) The reactants are [Cl:1][C:2]1[CH:7]=[CH:6][C:5]([O:8][C:9]2[CH:14]=[CH:13][C:12]([CH2:15][CH2:16]I)=[CH:11][CH:10]=2)=[CH:4][C:3]=1[C:18]([F:21])([F:20])[F:19].[CH3:22][O:23][C:24]1[N:29]=[CH:28][C:27]([CH2:30][C:31]2[C:32](=[O:38])[NH:33][C:34](=[S:37])[NH:35][CH:36]=2)=[CH:26][N:25]=1.C([O-])([O-])=O.[K+].[K+]. The catalyst is CN(C=O)C. The product is [Cl:1][C:2]1[CH:7]=[CH:6][C:5]([O:8][C:9]2[CH:14]=[CH:13][C:12]([CH2:15][CH2:16][S:37][C:34]3[NH:35][CH:36]=[C:31]([CH2:30][C:27]4[CH:28]=[N:29][C:24]([O:23][CH3:22])=[N:25][CH:26]=4)[C:32](=[O:38])[N:33]=3)=[CH:11][CH:10]=2)=[CH:4][C:3]=1[C:18]([F:21])([F:20])[F:19]. The yield is 0.0855.